This data is from Full USPTO retrosynthesis dataset with 1.9M reactions from patents (1976-2016). The task is: Predict the reactants needed to synthesize the given product. (1) Given the product [CH3:1][O:2][C:3]1[C:4]([O:27][CH2:28][CH2:29][O:30][CH3:31])=[CH:5][C:6]2[CH2:15][CH:14]([C:16]3([CH3:19])[CH2:18][CH2:17]3)[N:13]3[C:8](=[CH:9][C:10](=[O:25])[C:11]([C:20]([OH:22])=[O:21])=[CH:12]3)[C:7]=2[CH:26]=1, predict the reactants needed to synthesize it. The reactants are: [CH3:1][O:2][C:3]1[C:4]([O:27][CH2:28][CH2:29][O:30][CH3:31])=[CH:5][C:6]2[CH2:15][CH:14]([C:16]3([CH3:19])[CH2:18][CH2:17]3)[N:13]3[C:8](=[CH:9][C:10](=[O:25])[C:11]([C:20]([O:22]CC)=[O:21])=[CH:12]3)[C:7]=2[CH:26]=1.[Li+].[OH-].Cl. (2) Given the product [Cl:10][C:9]1[N:8]=[C:15]([Cl:16])[N:14]=[C:12]([O:5][CH2:4][CH:1]2[CH2:3][CH2:2]2)[N:11]=1, predict the reactants needed to synthesize it. The reactants are: [CH:1]1([CH2:4][OH:5])[CH2:3][CH2:2]1.[H-].[Na+].[N:8]1[C:15]([Cl:16])=[N:14][C:12](Cl)=[N:11][C:9]=1[Cl:10]. (3) Given the product [CH2:21]([O:20][C:18]([C:16]1[CH:15]=[C:14]([OH:23])[N:9]([C:6]2[CH:5]=[CH:4][C:3]([C:2]([F:11])([F:12])[F:1])=[CH:8][CH:7]=2)[N:10]=1)=[O:19])[CH3:22], predict the reactants needed to synthesize it. The reactants are: [F:1][C:2]([F:12])([F:11])[C:3]1[CH:8]=[CH:7][C:6]([NH:9][NH2:10])=[CH:5][CH:4]=1.[Na].[C:14](OCC)(=[O:23])[CH2:15][C:16]([C:18]([O:20][CH2:21][CH3:22])=[O:19])=O. (4) Given the product [CH2:37]([O:36][C:34](=[O:35])[N:2]([CH3:1])[CH:3]1[CH2:16][C:15]2[C:6]([CH3:25])([CH:7]3[CH:12]([CH2:13][CH:14]=2)[CH:11]2[CH2:17][CH2:18][CH:19]4[CH:20]([CH3:24])[N:21]([CH3:23])[CH2:22][C:10]24[CH2:9][CH2:8]3)[CH2:5][CH2:4]1)[C:38]1[CH:43]=[CH:42][CH:41]=[CH:40][CH:39]=1, predict the reactants needed to synthesize it. The reactants are: [CH3:1][NH:2][CH:3]1[CH2:16][C:15]2[C:6]([CH3:25])([CH:7]3[CH:12]([CH2:13][CH:14]=2)[CH:11]2[CH2:17][CH2:18][CH:19]4[CH:20]([CH3:24])[N:21]([CH3:23])[CH2:22][C:10]24[CH2:9][CH2:8]3)[CH2:5][CH2:4]1.C(N(CC)CC)C.Cl[C:34]([O:36][CH2:37][C:38]1[CH:43]=[CH:42][CH:41]=[CH:40][CH:39]=1)=[O:35].